From a dataset of Catalyst prediction with 721,799 reactions and 888 catalyst types from USPTO. Predict which catalyst facilitates the given reaction. Reactant: [Cl:1][C:2]1[CH:21]=[CH:20][CH:19]=[C:18]([O:22]C)[C:3]=1[CH2:4][CH:5]1[CH2:9][CH2:8][N:7]([C@H:10]2[CH2:15][CH2:14][C@@H:13]([OH:16])[CH2:12][CH2:11]2)[C:6]1=[O:17].C(S)C.[Na].[Cl-].[NH4+]. Product: [Cl:1][C:2]1[CH:21]=[CH:20][CH:19]=[C:18]([OH:22])[C:3]=1[CH2:4][CH:5]1[CH2:9][CH2:8][N:7]([C@H:10]2[CH2:11][CH2:12][C@@H:13]([OH:16])[CH2:14][CH2:15]2)[C:6]1=[O:17]. The catalyst class is: 3.